Task: Regression/Classification. Given a drug SMILES string, predict its absorption, distribution, metabolism, or excretion properties. Task type varies by dataset: regression for continuous measurements (e.g., permeability, clearance, half-life) or binary classification for categorical outcomes (e.g., BBB penetration, CYP inhibition). For this dataset (solubility_aqsoldb), we predict Y.. Dataset: Aqueous solubility values for 9,982 compounds from the AqSolDB database (1) The compound is CC(C)CCOCC(O)CO. The Y is -1.21 log mol/L. (2) The drug is O=C(O)c1cccc([N+](=O)[O-])c1O. The Y is -2.15 log mol/L. (3) The molecule is CC(C)=CCC[C@@H](C)CCO. The Y is -2.71 log mol/L. (4) The compound is Nc1ccc2snnc2c1. The Y is -1.30 log mol/L. (5) The drug is CCOC(=O)c1ccccc1S(=O)(=O)NC(=O)Nc1nc(Cl)cc(OC)n1. The Y is -4.58 log mol/L.